From a dataset of Forward reaction prediction with 1.9M reactions from USPTO patents (1976-2016). Predict the product of the given reaction. (1) Given the reactants CCO[C:4]([C:6]1([CH3:21])[O:12][C:10](=[O:11])[N:9](C2C=C(Cl)C=C(Cl)C=2)[C:7]1=[O:8])=O.CC1(C)OC(=O)[N:26]([C:30]2[CH:35]=[C:34](Cl)[CH:33]=[C:32](Cl)[CH:31]=2)C1=O.CC(NC(N1C(=O)N([C:52]2[CH:53]=[C:54](Cl)[CH:55]=[C:56](Cl)[CH:57]=2)C(=O)C1)=O)C.CC(CC(N1C(=O)N([C:73]2C=[C:77](Cl)[CH:76]=[C:75](Cl)[CH:74]=2)C(=O)C1)=O)C.CC1(COC)OC(=O)N(C2C=C(Cl)C=C(Cl)C=2)C1=[O:84].CC12C(=O)N(C3C=C(Cl)C=C(Cl)C=3)C(=O)C1(C)C2.CC1(C=C)OC(=O)N(C2C=C(Cl)C=C(Cl)C=2)C1=O.C1C2C(N(SC(Cl)(Cl)C(Cl)Cl)C(=O)C2CC=C1)=O.C1C2C(N(SC(Cl)(Cl)Cl)C(=O)C2CC=C1)=O.CCOP(OCC)(N1C(=O)C2C(=CC=CC=2)C1=O)=S.C1C=CC2C(=O)N(SC(Cl)(Cl)Cl)C(=O)C=2C=1, predict the reaction product. The product is: [CH3:21][C@@:6]1([C:4]2[CH:73]=[CH:74][C:75]([O:84][C:56]3[CH:55]=[CH:54][CH:53]=[CH:52][CH:57]=3)=[CH:76][CH:77]=2)[O:12][C:10](=[O:11])[N:9]([NH:26][C:30]2[CH:31]=[CH:32][CH:33]=[CH:34][CH:35]=2)[C:7]1=[O:8]. (2) Given the reactants C1(P([N:15]=[N+:16]=[N-:17])(C2C=CC=CC=2)=O)C=CC=CC=1.[CH3:18][C:19]1[O:23][C:22]([CH:24]([CH:26]2[CH2:31][CH2:30][O:29][CH2:28][CH2:27]2)O)=[CH:21][CH:20]=1.N12CCCN=C1CCCCC2, predict the reaction product. The product is: [N:15]([CH:24]([C:22]1[O:23][C:19]([CH3:18])=[CH:20][CH:21]=1)[CH:26]1[CH2:31][CH2:30][O:29][CH2:28][CH2:27]1)=[N+:16]=[N-:17]. (3) Given the reactants [CH3:1][C:2]1([CH3:19])[O:6][C@H:5]([C@@H:7]([C:9]2[CH:14]=[CH:13][CH:12]=[CH:11][CH:10]=2)[OH:8])[C@H:4]([CH:15]=C(C)C)[O:3]1.[O:20]=[O+][O-].N#N, predict the reaction product. The product is: [CH3:19][C:2]1([CH3:1])[O:6][C@@H:5]2[C@H:7]([C:9]3[CH:10]=[CH:11][CH:12]=[CH:13][CH:14]=3)[O:8][C@@H:15]([OH:20])[C@@H:4]2[O:3]1. (4) Given the reactants [C:1]([O:5][C:6]([N:8]1[CH2:12][CH2:11][CH2:10][CH:9]1[C:13]1[NH:14][C:15]([C:18]2[CH:23]=[CH:22][C:21]([C:24]3[CH:29]=[CH:28][N:27]=[C:26]([O:30][CH2:31][C:32]4[CH:37]=[CH:36][CH:35]=[CH:34][CH:33]=4)[CH:25]=3)=[CH:20][CH:19]=2)=[CH:16][N:17]=1)=[O:7])([CH3:4])([CH3:3])[CH3:2].[H-].[Na+].[CH3:40][Si:41]([CH3:48])([CH3:47])[CH2:42][CH2:43][O:44][CH2:45]Cl.[Cl-].[NH4+], predict the reaction product. The product is: [C:1]([O:5][C:6]([N:8]1[CH2:12][CH2:11][CH2:10][CH:9]1[C:13]1[N:14]([CH2:45][O:44][CH2:43][CH2:42][Si:41]([CH3:48])([CH3:47])[CH3:40])[C:15]([C:18]2[CH:23]=[CH:22][C:21]([C:24]3[CH:29]=[CH:28][N:27]=[C:26]([O:30][CH2:31][C:32]4[CH:37]=[CH:36][CH:35]=[CH:34][CH:33]=4)[CH:25]=3)=[CH:20][CH:19]=2)=[CH:16][N:17]=1)=[O:7])([CH3:4])([CH3:2])[CH3:3]. (5) Given the reactants [NH2:1][C:2]1[S:6][C:5]([C:7]2[CH:12]=[CH:11][C:10]([O:13][CH3:14])=[CH:9][CH:8]=2)=[N:4][C:3]=1[C:15]([OH:17])=O.[NH2:18][C:19]1([C:25]([O:27][CH3:28])=[O:26])[CH2:24][CH2:23][CH2:22][CH2:21][CH2:20]1.C(N(CC)CC)C.CN(C(ON1N=NC2C=CC=NC1=2)=[N+](C)C)C.F[P-](F)(F)(F)(F)F, predict the reaction product. The product is: [NH2:1][C:2]1[S:6][C:5]([C:7]2[CH:8]=[CH:9][C:10]([O:13][CH3:14])=[CH:11][CH:12]=2)=[N:4][C:3]=1[C:15]([NH:18][C:19]1([C:25]([O:27][CH3:28])=[O:26])[CH2:24][CH2:23][CH2:22][CH2:21][CH2:20]1)=[O:17]. (6) The product is: [N+:29]([C:32]1[CH:33]=[CH:34][C:35]([C:36]([O:9][C@@H:2]([CH2:3][CH2:4][CH2:5][CH2:6][CH2:7][CH3:8])[CH3:1])=[O:37])=[CH:39][CH:40]=1)([O-:31])=[O:30].[CH3:1][C@H:2]([OH:9])[CH2:3][CH2:4][CH2:5][CH2:6][CH2:7][CH3:8]. Given the reactants [CH3:1][C@H:2]([OH:9])[CH2:3][CH2:4][CH2:5][CH2:6][CH2:7][CH3:8].C1(P(C2C=CC=CC=2)C2C=CC=CC=2)C=CC=CC=1.[N+:29]([C:32]1[CH:40]=[CH:39][C:35]([C:36](O)=[O:37])=[CH:34][CH:33]=1)([O-:31])=[O:30].COCCOC(N=NC(OCCOC)=O)=O, predict the reaction product. (7) Given the reactants Br[C:2]1[CH:11]=[CH:10][C:9](OC)=[CH:8][C:3]=1C(OC)=O.Cl[C:15]1[CH:19]=[C:18]([C:20]2[CH:25]=[CH:24][CH:23]=[CH:22][CH:21]=2)[S:17][C:16]=1[C:26]([O:28][CH3:29])=[O:27], predict the reaction product. The product is: [C:2]1([C:15]2[CH:19]=[C:18]([C:20]3[CH:25]=[CH:24][CH:23]=[CH:22][CH:21]=3)[S:17][C:16]=2[C:26]([O:28][CH3:29])=[O:27])[CH:11]=[CH:10][CH:9]=[CH:8][CH:3]=1. (8) Given the reactants BrC1C=CC=C2C=1C(F)(F)[C:5](=[O:11])N2.[F:14][C:15]1([F:26])[C:23]2[C:18](=[CH:19][CH:20]=[C:21]([F:24])[CH:22]=2)[NH:17][C:16]1=[O:25].FC(F)(F)C(OCC)=O, predict the reaction product. The product is: [F:26][C:15]1([F:14])[C:23]2[C:22]([CH:5]=[O:11])=[C:21]([F:24])[CH:20]=[CH:19][C:18]=2[NH:17][C:16]1=[O:25].